This data is from Forward reaction prediction with 1.9M reactions from USPTO patents (1976-2016). The task is: Predict the product of the given reaction. (1) Given the reactants [C:1]([C:3]([C:6]1[CH:7]=[C:8]([CH:21]=[CH:22][CH:23]=1)[C:9]([NH:11][C:12]1[CH:17]=[CH:16][CH:15]=[C:14]([NH:18][CH:19]=O)[CH:13]=1)=[O:10])([CH3:5])[CH3:4])#[N:2].C(=O)([O-])O.[Na+], predict the reaction product. The product is: [C:1]([C:3]([C:6]1[CH:7]=[C:8]([CH:21]=[CH:22][CH:23]=1)[C:9]([NH:11][C:12]1[CH:17]=[CH:16][CH:15]=[C:14]([NH:18][CH3:19])[CH:13]=1)=[O:10])([CH3:5])[CH3:4])#[N:2]. (2) Given the reactants Br[C:2]1[CH:11]=[C:10]([C:12]([CH3:15])([CH3:14])[CH3:13])[C:9]([O:16][CH3:17])=[CH:8][C:3]=1[C:4]([NH:6][CH3:7])=[O:5].[CH2:18]([O:25][C:26]1[C:31](B2OC(C)(C)C(C)(C)O2)=[CH:30][CH:29]=[CH:28][N:27]=1)[C:19]1[CH:24]=[CH:23][CH:22]=[CH:21][CH:20]=1.C([O-])([O-])=O.[Na+].[Na+], predict the reaction product. The product is: [CH2:18]([O:25][C:26]1[C:31]([C:2]2[CH:11]=[C:10]([C:12]([CH3:15])([CH3:14])[CH3:13])[C:9]([O:16][CH3:17])=[CH:8][C:3]=2[C:4]([NH:6][CH3:7])=[O:5])=[CH:30][CH:29]=[CH:28][N:27]=1)[C:19]1[CH:20]=[CH:21][CH:22]=[CH:23][CH:24]=1. (3) Given the reactants [C:1]([O:5][C:6]([CH3:9])([CH3:8])[CH3:7])(=[O:4])[NH:2][NH2:3].C(N(CC)CC)C.[CH2:17]([O:24][C:25]1[CH:34]=[C:33]2[C:28]([C:29](Cl)=[C:30]([N+:35]([O-:37])=[O:36])[CH:31]=[N:32]2)=[CH:27][CH:26]=1)[C:18]1[CH:23]=[CH:22][CH:21]=[CH:20][CH:19]=1, predict the reaction product. The product is: [CH2:17]([O:24][C:25]1[CH:34]=[C:33]2[C:28]([C:29]([NH:3][NH:2][C:1]([O:5][C:6]([CH3:9])([CH3:8])[CH3:7])=[O:4])=[C:30]([N+:35]([O-:37])=[O:36])[CH:31]=[N:32]2)=[CH:27][CH:26]=1)[C:18]1[CH:19]=[CH:20][CH:21]=[CH:22][CH:23]=1. (4) Given the reactants [OH:1][C:2]([CH2:16][S:17]([C:20]1[CH:25]=[CH:24][C:23]([O:26][CH3:27])=[CH:22][CH:21]=1)(=[O:19])=[O:18])([CH2:6][NH:7][C:8]([C:10]1[CH:15]=[CH:14][CH:13]=[CH:12][CH:11]=1)=[O:9])[C:3](O)=[O:4].Cl.CN(C)CCCN=C=NCC.Cl.[NH2:41][OH:42].CN1CCCC1=O, predict the reaction product. The product is: [OH:42][NH:41][C:3](=[O:4])[C:2]([OH:1])([CH2:16][S:17]([C:20]1[CH:25]=[CH:24][C:23]([O:26][CH3:27])=[CH:22][CH:21]=1)(=[O:19])=[O:18])[CH2:6][NH:7][C:8]([C:10]1[CH:15]=[CH:14][CH:13]=[CH:12][CH:11]=1)=[O:9]. (5) Given the reactants [Cl:1][CH2:2][CH2:3][C:4]1[CH:5]=[CH:6][C:7]2[O:12][CH2:11][C:10](=[O:13])[NH:9][C:8]=2[C:14]=1[F:15].[H-].[Na+].[CH3:18]I, predict the reaction product. The product is: [Cl:1][CH2:2][CH2:3][C:4]1[CH:5]=[CH:6][C:7]2[O:12][CH2:11][C:10](=[O:13])[N:9]([CH3:18])[C:8]=2[C:14]=1[F:15]. (6) Given the reactants [F:1][C:2]([F:14])([F:13])[C:3]1[NH:7][N:6]=[C:5]([C:8]2[S:9][CH:10]=[CH:11][CH:12]=2)[CH:4]=1.[C:15](O[C:15]([O:17][C:18]([CH3:21])([CH3:20])[CH3:19])=[O:16])([O:17][C:18]([CH3:21])([CH3:20])[CH3:19])=[O:16], predict the reaction product. The product is: [C:18]([O:17][C:15]([N:7]1[C:3]([C:2]([F:13])([F:1])[F:14])=[CH:4][C:5]([C:8]2[S:9][CH:10]=[CH:11][CH:12]=2)=[N:6]1)=[O:16])([CH3:21])([CH3:20])[CH3:19]. (7) Given the reactants O[CH2:2][C:3]1[CH:19]=[CH:18][CH:17]=[CH:16][C:4]=1[CH2:5][C:6]1[CH:15]=[CH:14][C:9]([C:10]([O:12][CH3:13])=[O:11])=[CH:8][CH:7]=1.P(Br)(Br)[Br:21].C(=O)([O-])O.[Na+].O, predict the reaction product. The product is: [Br:21][CH2:2][C:3]1[CH:19]=[CH:18][CH:17]=[CH:16][C:4]=1[CH2:5][C:6]1[CH:15]=[CH:14][C:9]([C:10]([O:12][CH3:13])=[O:11])=[CH:8][CH:7]=1. (8) Given the reactants [Cl:1][C:2]1[CH:3]=[C:4]([CH:10]=[C:11]([CH2:15][CH3:16])[C:12]=1[CH:13]=O)[C:5]([O:7][CH2:8][CH3:9])=[O:6].[CH3:17][N:18]([C@H:26]1[CH2:31][CH2:30][CH2:29][NH:28][CH2:27]1)[C:19](=[O:25])[O:20][C:21]([CH3:24])([CH3:23])[CH3:22], predict the reaction product. The product is: [Cl:1][C:2]1[CH:3]=[C:4]([CH:10]=[C:11]([CH2:15][CH3:16])[C:12]=1[CH2:13][N:28]1[CH2:29][CH2:30][CH2:31][C@H:26]([N:18]([CH3:17])[C:19]([O:20][C:21]([CH3:23])([CH3:22])[CH3:24])=[O:25])[CH2:27]1)[C:5]([O:7][CH2:8][CH3:9])=[O:6].